This data is from Full USPTO retrosynthesis dataset with 1.9M reactions from patents (1976-2016). The task is: Predict the reactants needed to synthesize the given product. (1) Given the product [NH2:39][C@@H:10]1[C:11]2[C:12](=[N:13][CH:14]=[CH:15][CH:16]=2)[C@@H:17]([CH2:20][C:21]([N:22]2[CH2:23][CH2:24][CH:25]([N:28]3[C:36]4[C:31](=[N:32][CH:33]=[CH:34][CH:35]=4)[NH:30][C:29]3=[O:37])[CH2:26][CH2:27]2)=[O:38])[CH2:18][CH2:19][C@H:9]1[C:3]1[CH:4]=[CH:5][CH:6]=[C:7]([F:8])[C:2]=1[F:1], predict the reactants needed to synthesize it. The reactants are: [F:1][C:2]1[C:7]([F:8])=[CH:6][CH:5]=[CH:4][C:3]=1[C@@H:9]1[CH2:19][CH2:18][C@H:17]([CH2:20][C:21](=[O:38])[N:22]2[CH2:27][CH2:26][CH:25]([N:28]3[C:36]4[C:31](=[N:32][CH:33]=[CH:34][CH:35]=4)[NH:30][C:29]3=[O:37])[CH2:24][CH2:23]2)[C:12]2=[N:13][CH:14]=[CH:15][CH:16]=[C:11]2[C@H:10]1[NH:39]C(=O)OC(C)(C)C.C(O)(C(F)(F)F)=O. (2) Given the product [NH:22]1[C:30]2=[N:29][CH:28]=[CH:27][CH:26]=[C:25]2[C:24]([CH:31]=[C:13]2[O:12][C:11]([N:2]3[CH2:3][CH2:4][C:5]4[C:10](=[CH:9][CH:8]=[CH:7][CH:6]=4)[CH2:1]3)=[C:15]([C:16]([O:18][CH2:19][CH3:20])=[O:17])[C:14]2=[O:21])=[CH:23]1, predict the reactants needed to synthesize it. The reactants are: [CH2:1]1[C:10]2[C:5](=[CH:6][CH:7]=[CH:8][CH:9]=2)[CH2:4][CH2:3][N:2]1[C:11]1[O:12][CH2:13][C:14](=[O:21])[C:15]=1[C:16]([O:18][CH2:19][CH3:20])=[O:17].[NH:22]1[C:30]2[C:25](=[CH:26][CH:27]=[CH:28][N:29]=2)[C:24]([CH:31]=O)=[CH:23]1.N1CCC[C@H]1C(O)=O.